Dataset: Reaction yield outcomes from USPTO patents with 853,638 reactions. Task: Predict the reaction yield, written as a fraction of the theoretical maximum amount of product (1.0 means a 100% yield; for example, 0.34 means a 34% yield). (1) The reactants are [C:1]([NH:24][CH2:25][CH2:26][NH:27][C:28](=[O:35])/[CH:29]=[CH:30]/[C:31]([O:33]C)=[O:32])(=[O:23])[CH2:2][CH2:3]/[CH:4]=[CH:5]\[CH2:6]/[CH:7]=[CH:8]\[CH2:9]/[CH:10]=[CH:11]\[CH2:12]/[CH:13]=[CH:14]\[CH2:15]/[CH:16]=[CH:17]\[CH2:18]/[CH:19]=[CH:20]\[CH2:21][CH3:22].[OH-].[Na+]. The catalyst is C1COCC1. The product is [C:1]([NH:24][CH2:25][CH2:26][NH:27][C:28](=[O:35])/[CH:29]=[CH:30]/[C:31]([OH:33])=[O:32])(=[O:23])[CH2:2][CH2:3]/[CH:4]=[CH:5]\[CH2:6]/[CH:7]=[CH:8]\[CH2:9]/[CH:10]=[CH:11]\[CH2:12]/[CH:13]=[CH:14]\[CH2:15]/[CH:16]=[CH:17]\[CH2:18]/[CH:19]=[CH:20]\[CH2:21][CH3:22]. The yield is 0.970. (2) The reactants are [Si]([O:18][CH2:19][C:20]1[C:21]([N:38]2[CH2:43][C@H:42]([CH3:44])[O:41][C@H:40]([CH3:45])[CH2:39]2)=[C:22]([F:37])[C:23](F)=[C:24]([C:26]([C:29]2[CH:34]=[N:33][C:32](Cl)=[CH:31][N:30]=2)=[N:27][OH:28])[CH:25]=1)(C(C)(C)C)(C1C=CC=CC=1)C1C=CC=CC=1.[CH3:46][S-:47].[Na+].C([O-])([O-])=O.[K+].[K+]. The catalyst is CN(C=O)C.C(OC(=O)C)C. The product is [CH3:44][C@@H:42]1[CH2:43][N:38]([C:21]2[C:20]([CH2:19][OH:18])=[CH:25][C:24]3[C:26]([C:29]4[CH:34]=[N:33][C:32]([S:47][CH3:46])=[CH:31][N:30]=4)=[N:27][O:28][C:23]=3[C:22]=2[F:37])[CH2:39][C@H:40]([CH3:45])[O:41]1. The yield is 0.390. (3) The reactants are [BH4-].[Na+].C[O:4][C:5]([C:7]1[NH:8][C:9]2[C:18]([C:19](=[O:21])[CH:20]=1)=[CH:17][C:16]([O:22][CH3:23])=[C:15]1[C:10]=2[N:11]=[CH:12][CH:13]=[CH:14]1)=O. The catalyst is CO.C(Cl)Cl. The product is [OH:4][CH2:5][C:7]1[NH:8][C:9]2[C:18]([C:19](=[O:21])[CH:20]=1)=[CH:17][C:16]([O:22][CH3:23])=[C:15]1[C:10]=2[N:11]=[CH:12][CH:13]=[CH:14]1. The yield is 0.680. (4) The reactants are [Cl:1][C:2]1[N:11]=[C:10]([NH:12][C:13]2[CH:18]=[CH:17][C:16]([F:19])=[C:15]([Cl:20])[CH:14]=2)[C:9]2[C:4](=[CH:5][CH:6]=[C:7](I)[CH:8]=2)[N:3]=1.[CH3:22][N:23]([CH2:25][C:26]#[CH:27])[CH3:24].CCN(CC)CC. The catalyst is CN(C=O)C.O.C(OCC)(=O)C.[Cu]I.Cl[Pd](Cl)([P](C1C=CC=CC=1)(C1C=CC=CC=1)C1C=CC=CC=1)[P](C1C=CC=CC=1)(C1C=CC=CC=1)C1C=CC=CC=1. The product is [Cl:1][C:2]1[N:11]=[C:10]([NH:12][C:13]2[CH:18]=[CH:17][C:16]([F:19])=[C:15]([Cl:20])[CH:14]=2)[C:9]2[C:4](=[CH:5][CH:6]=[C:7]([C:27]#[C:26][CH2:25][N:23]([CH3:24])[CH3:22])[CH:8]=2)[N:3]=1. The yield is 0.340. (5) The reactants are [Cl:1][C:2]1[CH:3]=[CH:4][C:5]([O:21][CH3:22])=[C:6]([NH:8][C:9]([NH:11][C:12]2[CH:20]=[CH:19][CH:18]=[C:17]3[C:13]=2[CH:14]=[CH:15][NH:16]3)=[O:10])[CH:7]=1.[BH3-]C#N.[Na+]. The catalyst is C(O)(=O)C. The product is [Cl:1][C:2]1[CH:3]=[CH:4][C:5]([O:21][CH3:22])=[C:6]([NH:8][C:9]([NH:11][C:12]2[CH:20]=[CH:19][CH:18]=[C:17]3[C:13]=2[CH2:14][CH2:15][NH:16]3)=[O:10])[CH:7]=1. The yield is 1.00.